From a dataset of Catalyst prediction with 721,799 reactions and 888 catalyst types from USPTO. Predict which catalyst facilitates the given reaction. (1) Reactant: [C:1]([C:4]1[CH:9]=[CH:8][C:7]([S:10]([NH:13][CH2:14][C:15]2[CH:20]=[CH:19][CH:18]=[CH:17][N:16]=2)(=[O:12])=[O:11])=[CH:6][CH:5]=1)(=[O:3])[CH3:2].[CH3:21][O:22][C:23]1[CH:30]=[C:29]([O:31][CH3:32])[C:28]([N:33]2[CH2:37][CH2:36][CH2:35][CH2:34]2)=[CH:27][C:24]=1[CH:25]=O.C[O-].[Li+]. Product: [CH3:21][O:22][C:23]1[CH:30]=[C:29]([O:31][CH3:32])[C:28]([N:33]2[CH2:37][CH2:36][CH2:35][CH2:34]2)=[CH:27][C:24]=1/[CH:25]=[CH:2]/[C:1]([C:4]1[CH:5]=[CH:6][C:7]([S:10]([NH:13][CH2:14][C:15]2[CH:20]=[CH:19][CH:18]=[CH:17][N:16]=2)(=[O:12])=[O:11])=[CH:8][CH:9]=1)=[O:3]. The catalyst class is: 121. (2) The catalyst class is: 21. Product: [C:17]([O:21][C:22](=[O:23])[NH:24][CH2:25][CH2:26][CH2:27][N:12]1[CH2:13][CH2:14][C:9]([C:15]#[N:16])([C:3]2[CH:4]=[CH:5][C:6]([Cl:8])=[CH:7][C:2]=2[Cl:1])[CH2:10][CH2:11]1)([CH3:20])([CH3:19])[CH3:18]. Reactant: [Cl:1][C:2]1[CH:7]=[C:6]([Cl:8])[CH:5]=[CH:4][C:3]=1[C:9]1([C:15]#[N:16])[CH2:14][CH2:13][NH:12][CH2:11][CH2:10]1.[C:17]([O:21][C:22]([NH:24][CH2:25][CH2:26][CH2:27]Br)=[O:23])([CH3:20])([CH3:19])[CH3:18].C(=O)([O-])[O-].[K+].[K+].[I-].[Na+]. (3) Reactant: Cl.[N+:2]([C:5]1[CH:10]=[CH:9][C:8]([C:11]2[CH:16]=[CH:15][C:14]([C:17]([F:20])([F:19])[F:18])=[CH:13][CH:12]=2)=[CH:7][C:6]=1[CH:21]=[C:22]([C:28]([O:30][CH2:31][CH3:32])=[O:29])[C:23]([O:25][CH2:26][CH3:27])=[O:24])([O-:4])=[O:3].C([BH3-])#N.[Na+]. Product: [N+:2]([C:5]1[CH:10]=[CH:9][C:8]([C:11]2[CH:16]=[CH:15][C:14]([C:17]([F:18])([F:19])[F:20])=[CH:13][CH:12]=2)=[CH:7][C:6]=1[CH2:21][CH:22]([C:23]([O:25][CH2:26][CH3:27])=[O:24])[C:28]([O:30][CH2:31][CH3:32])=[O:29])([O-:4])=[O:3]. The catalyst class is: 162. (4) Reactant: [C:1]([O:9]CC)(=O)[C:2]1[CH:7]=[CH:6][CH:5]=[N:4][CH:3]=1.[H-].[Na+].[CH3:14][C:15]([CH3:17])=[O:16].Cl. Product: [N:4]1[CH:5]=[CH:6][CH:7]=[C:2]([C:1](=[O:9])[CH2:14][C:15](=[O:16])[CH3:17])[CH:3]=1. The catalyst class is: 1. (5) Reactant: Cl.[CH2:2]([O:9][C:10]([CH:12]1[CH2:19][CH:18]2[CH:14]([CH2:15][CH2:16][CH2:17]2)[NH:13]1)=[O:11])[C:3]1[CH:8]=[CH:7][CH:6]=[CH:5][CH:4]=1.[OH-].[Na+].C(O)(=O)C(C1C=CC=CC=1)O. Product: [CH2:2]([O:9][C:10]([CH:12]1[CH2:19][CH:18]2[CH:14]([CH2:15][CH2:16][CH2:17]2)[NH:13]1)=[O:11])[C:3]1[CH:4]=[CH:5][CH:6]=[CH:7][CH:8]=1. The catalyst class is: 69. (6) Reactant: [N:1]([CH2:4][CH:5]([F:22])[CH2:6][N:7]1[C:19]2[CH:18]=[CH:17][C:16]([Br:20])=[CH:15][C:14]=2[C:13]2[C:8]1=[CH:9][CH:10]=[C:11]([Br:21])[CH:12]=2)=[N+]=[N-].C1(P(C2C=CC=CC=2)C2C=CC=CC=2)C=CC=CC=1.O. Product: [Br:21][C:11]1[CH:10]=[CH:9][C:8]2[N:7]([CH2:6][CH:5]([F:22])[CH2:4][NH2:1])[C:19]3[C:14]([C:13]=2[CH:12]=1)=[CH:15][C:16]([Br:20])=[CH:17][CH:18]=3. The catalyst class is: 1. (7) Reactant: [F:1][C:2]1[CH:7]=[CH:6][C:5]([C:8]2[NH:9][C:10](=O)[O:11][C:12]=2[CH2:13][CH2:14][CH2:15][C:16]([O:18][CH2:19][CH3:20])=[O:17])=[CH:4][CH:3]=1.P(Cl)(Cl)([Cl:24])=O. Product: [Cl:24][C:10]1[O:11][C:12]([CH2:13][CH2:14][CH2:15][C:16]([O:18][CH2:19][CH3:20])=[O:17])=[C:8]([C:5]2[CH:6]=[CH:7][C:2]([F:1])=[CH:3][CH:4]=2)[N:9]=1. The catalyst class is: 17. (8) Reactant: [Br:1][C:2]1[C:3](=[O:28])[N:4]([C:19]2[CH:24]=[C:23]([CH2:25][OH:26])[CH:22]=[CH:21][C:20]=2[CH3:27])[C:5]([CH3:18])=[CH:6][C:7]=1[O:8][CH2:9][C:10]1[CH:15]=[CH:14][C:13]([F:16])=[CH:12][C:11]=1[F:17].CC(OI1(OC(C)=O)(OC(C)=O)OC(=O)C2C=CC=CC1=2)=O. Product: [Br:1][C:2]1[C:3](=[O:28])[N:4]([C:19]2[CH:24]=[C:23]([CH:22]=[CH:21][C:20]=2[CH3:27])[CH:25]=[O:26])[C:5]([CH3:18])=[CH:6][C:7]=1[O:8][CH2:9][C:10]1[CH:15]=[CH:14][C:13]([F:16])=[CH:12][C:11]=1[F:17]. The catalyst class is: 496. (9) Reactant: [F:1][C:2]1[CH:7]=[CH:6][C:5]([CH2:8][C:9]2[C:10](=[O:25])[NH:11][N:12]=[CH:13][C:14]=2[C:15]2[CH:20]=[CH:19][C:18]([S:21]([CH3:24])(=[O:23])=[O:22])=[CH:17][CH:16]=2)=[CH:4][CH:3]=1.Br[C:27]1[CH:32]=[CH:31][C:30]([F:33])=[C:29]([F:34])[CH:28]=1.FC1C=CC=CC=1.N. Product: [F:33][C:30]1[CH:31]=[C:32]([N:11]2[C:10](=[O:25])[C:9]([CH2:8][C:5]3[CH:6]=[CH:7][C:2]([F:1])=[CH:3][CH:4]=3)=[C:14]([C:15]3[CH:20]=[CH:19][C:18]([S:21]([CH3:24])(=[O:23])=[O:22])=[CH:17][CH:16]=3)[CH:13]=[N:12]2)[CH:27]=[CH:28][C:29]=1[F:34]. The catalyst class is: 6. (10) Reactant: [CH2:1]([N:8]1[CH2:13][CH2:12][CH:11]([NH:14][C:15]([C:17]2[C:25]3[C:20](=[CH:21][CH:22]=[CH:23][CH:24]=3)[NH:19][N:18]=2)=[O:16])[CH2:10][CH2:9]1)[C:2]1[CH:7]=[CH:6][CH:5]=[CH:4][CH:3]=1.[H-].[Na+].[CH:28](Br)([CH3:30])[CH3:29]. Product: [CH2:1]([N:8]1[CH2:13][CH2:12][CH:11]([NH:14][C:15]([C:17]2[C:25]3[C:20](=[CH:21][CH:22]=[CH:23][CH:24]=3)[N:19]([CH:28]([CH3:30])[CH3:29])[N:18]=2)=[O:16])[CH2:10][CH2:9]1)[C:2]1[CH:3]=[CH:4][CH:5]=[CH:6][CH:7]=1. The catalyst class is: 3.